From a dataset of Forward reaction prediction with 1.9M reactions from USPTO patents (1976-2016). Predict the product of the given reaction. (1) Given the reactants Br[C:2]1[CH:3]=[CH:4][C:5]2[S:9][CH:8]=[N:7][C:6]=2[CH:10]=1.[CH:11]1([C:15]#[C:16][Si](C)(C)C)[CH2:14][CH2:13][CH2:12]1.C(=O)([O-])[O-].[Cs+].[Cs+].CC(N(C)C)=O, predict the reaction product. The product is: [CH:11]1([C:15]#[C:16][C:2]2[CH:3]=[CH:4][C:5]3[S:9][CH:8]=[N:7][C:6]=3[CH:10]=2)[CH2:14][CH2:13][CH2:12]1. (2) Given the reactants Cl.[CH3:2][O:3][C:4]([C@H:6]1[CH2:10][C@@H:9]([NH2:11])[CH:8]=[CH:7]1)=[O:5].[C:12](O[C:12]([O:14][C:15]([CH3:18])([CH3:17])[CH3:16])=[O:13])([O:14][C:15]([CH3:18])([CH3:17])[CH3:16])=[O:13].C(=O)([O-])[O-].[Na+].[Na+].CCCCCCC, predict the reaction product. The product is: [CH3:2][O:3][C:4]([C@H:6]1[CH2:10][C@@H:9]([NH:11][C:12]([O:14][C:15]([CH3:18])([CH3:17])[CH3:16])=[O:13])[CH:8]=[CH:7]1)=[O:5]. (3) Given the reactants Cl[C:2]1[C:11]2[C:6](=[CH:7][CH:8]=[C:9]([C:12]([N:14]3[CH2:17][C:16]([F:19])([F:18])[CH2:15]3)=[O:13])[CH:10]=2)[C:5]([NH2:20])=[N:4][CH:3]=1.[CH3:21][N:22]1[C:30]2[C:25](=[CH:26][CH:27]=[C:28](B3OC(C)(C)C(C)(C)O3)[CH:29]=2)[CH2:24][C:23]1=[O:40].CC([O-])=O.[K+].CN(C)C=O, predict the reaction product. The product is: [NH2:20][C:5]1[C:6]2[C:11](=[CH:10][C:9]([C:12]([N:14]3[CH2:17][C:16]([F:19])([F:18])[CH2:15]3)=[O:13])=[CH:8][CH:7]=2)[C:2]([C:28]2[CH:29]=[C:30]3[C:25]([CH2:24][C:23](=[O:40])[N:22]3[CH3:21])=[CH:26][CH:27]=2)=[CH:3][N:4]=1. (4) Given the reactants [F:1][C:2]1[CH:7]=[N:6][CH:5]=[C:4]2[S:8][C:9](C(O)=O)=[CH:10][C:3]=12, predict the reaction product. The product is: [F:1][C:2]1[CH:7]=[N:6][CH:5]=[C:4]2[S:8][CH:9]=[CH:10][C:3]=12. (5) Given the reactants [F:1][C:2]1[CH:3]=[C:4]([OH:11])[CH:5]=[CH:6][C:7]=1[N+:8]([O-:10])=[O:9].[CH2:12](Br)[C:13]1[CH:18]=[CH:17][CH:16]=[CH:15][CH:14]=1.C(=O)([O-])[O-].[K+].[K+].O, predict the reaction product. The product is: [CH2:12]([O:11][C:4]1[CH:5]=[CH:6][C:7]([N+:8]([O-:10])=[O:9])=[C:2]([F:1])[CH:3]=1)[C:13]1[CH:18]=[CH:17][CH:16]=[CH:15][CH:14]=1. (6) Given the reactants [CH2:1]([SH:4])[CH2:2][CH3:3].[H-].[Na+].Cl[C:8]1[C:13]([Cl:14])=[CH:12][C:11]([C:15]([F:18])([F:17])[F:16])=[CH:10][N:9]=1, predict the reaction product. The product is: [Cl:14][C:13]1[C:8]([S:4][CH2:1][CH2:2][CH3:3])=[N:9][CH:10]=[C:11]([C:15]([F:18])([F:17])[F:16])[CH:12]=1. (7) Given the reactants [N:1]#[C:2][NH2:3].[N:4]([C:7]1[CH:12]=[CH:11][C:10]([N:13]2[CH2:18][CH2:17][N:16]([CH2:19][CH:20]3[CH2:22][CH2:21]3)[CH2:15][CH2:14]2)=[CH:9][CH:8]=1)=[C:5]=[S:6].Br[CH2:24][C:25]([C:27]1[CH:35]=[CH:34][C:30]2[O:31][CH2:32][O:33][C:29]=2[CH:28]=1)=[O:26], predict the reaction product. The product is: [NH2:1][C:2]1[N:3]=[C:5]([NH:4][C:7]2[CH:8]=[CH:9][C:10]([N:13]3[CH2:14][CH2:15][N:16]([CH2:19][CH:20]4[CH2:22][CH2:21]4)[CH2:17][CH2:18]3)=[CH:11][CH:12]=2)[S:6][C:24]=1[C:25]([C:27]1[CH:35]=[CH:34][C:30]2[O:31][CH2:32][O:33][C:29]=2[CH:28]=1)=[O:26]. (8) Given the reactants [Cl:1][C:2]1[N:7]=[C:6]([N:8]2[CH2:13][CH2:12][CH:11]([CH2:14][NH:15]C(=O)[O-])[CH2:10][CH2:9]2)[CH:5]=[CH:4][N:3]=1.[F:19][C:20]([F:25])([F:24])[C:21]([OH:23])=[O:22], predict the reaction product. The product is: [F:19][C:20]([F:25])([F:24])[C:21]([OH:23])=[O:22].[Cl:1][C:2]1[N:7]=[C:6]([N:8]2[CH2:13][CH2:12][CH:11]([CH2:14][NH2:15])[CH2:10][CH2:9]2)[CH:5]=[CH:4][N:3]=1.